From a dataset of Forward reaction prediction with 1.9M reactions from USPTO patents (1976-2016). Predict the product of the given reaction. Given the reactants [CH2:1]([O:8][C:9](=[O:24])[CH:10]([CH3:23])[C@H:11]([NH:15][C:16]([O:18][C:19]([CH3:22])([CH3:21])[CH3:20])=[O:17])[C:12](O)=O)[C:2]1[CH:7]=[CH:6][CH:5]=[CH:4][CH:3]=1.CN1CCOCC1.CN(C(ON1N=NC2C=CC=NC1=2)=[N+](C)C)C.F[P-](F)(F)(F)(F)F.[NH2:56][C:57]1[CH:58]=[C:59]([C:64]2[CH:69]=[CH:68][C:67]([C:70]#[N:71])=[C:66]([F:72])[CH:65]=2)[CH:60]=[CH:61][C:62]=1[NH2:63], predict the reaction product. The product is: [C:19]([O:18][C:16]([NH:15][C@H:11]([C:12]1[NH:63][C:62]2[CH:61]=[CH:60][C:59]([C:64]3[CH:69]=[CH:68][C:67]([C:70]#[N:71])=[C:66]([F:72])[CH:65]=3)=[CH:58][C:57]=2[N:56]=1)[C@@H:10]([CH3:23])[C:9]([O:8][CH2:1][C:2]1[CH:7]=[CH:6][CH:5]=[CH:4][CH:3]=1)=[O:24])=[O:17])([CH3:22])([CH3:21])[CH3:20].